Dataset: Forward reaction prediction with 1.9M reactions from USPTO patents (1976-2016). Task: Predict the product of the given reaction. Given the reactants [C:1]([C:5]1[CH:9]=[C:8]([NH2:10])[N:7]([C:11]2[CH:16]=[CH:15][CH:14]=[CH:13][C:12]=2[F:17])[N:6]=1)([CH3:4])([CH3:3])[CH3:2].Cl[C:19]([O:21][C:22]1[CH:27]=[CH:26][CH:25]=[CH:24][CH:23]=1)=[O:20], predict the reaction product. The product is: [C:1]([C:5]1[CH:9]=[C:8]([NH:10][C:19](=[O:20])[O:21][C:22]2[CH:27]=[CH:26][CH:25]=[CH:24][CH:23]=2)[N:7]([C:11]2[CH:16]=[CH:15][CH:14]=[CH:13][C:12]=2[F:17])[N:6]=1)([CH3:4])([CH3:2])[CH3:3].